Dataset: Reaction yield outcomes from USPTO patents with 853,638 reactions. Task: Predict the reaction yield, written as a fraction of the theoretical maximum amount of product (1.0 means a 100% yield; for example, 0.34 means a 34% yield). (1) The reactants are N1C=CC=CC=1.[CH2:7]([N:11]1[CH:16]=[CH:15][C:14]([OH:17])=[C:13]([Cl:18])[C:12]1=[O:19])[CH2:8][CH2:9][CH3:10].[F:20][C:21]([F:34])([F:33])[S:22](O[S:22]([C:21]([F:34])([F:33])[F:20])(=[O:24])=[O:23])(=[O:24])=[O:23]. The catalyst is C(Cl)Cl. The product is [CH2:7]([N:11]1[CH:16]=[CH:15][C:14]([O:17][S:22]([C:21]([F:34])([F:33])[F:20])(=[O:24])=[O:23])=[C:13]([Cl:18])[C:12]1=[O:19])[CH2:8][CH2:9][CH3:10]. The yield is 1.00. (2) The reactants are [C:1]1([Mg]Br)[C:8]([CH3:9])=[CH:7][C:5]([CH3:6])=[CH:4][C:2]=1[CH3:3].[Li+].[Cl-].[Mg].BrC1C(C)=CC(C)=CC=1C.[N:25]([C:28]1[C:33]([CH3:34])=[CH:32][C:31]([CH3:35])=[CH:30][C:29]=1[CH3:36])=[N+:26]=[N-:27]. The catalyst is C1COCC1. The product is [C:2]1([CH3:3])[CH:4]=[C:5]([CH3:6])[CH:7]=[C:8]([CH3:9])[C:1]=1[N:27]=[N:26][NH:25][C:28]1[C:33]([CH3:34])=[CH:32][C:31]([CH3:35])=[CH:30][C:29]=1[CH3:36]. The yield is 0.920. (3) The yield is 0.800. The catalyst is O1CCCC1. The reactants are [CH3:1][O:2][C:3]1[CH:4]=[C:5]2[C:10](=[CH:11][C:12]=1[O:13][CH3:14])[N:9]=[CH:8][CH:7]=[C:6]2[O:15][C:16]1[CH:21]=[CH:20][C:19]([NH:22][C:23](=O)[CH2:24][O:25][C:26]2[CH:31]=[CH:30][C:29]([Cl:32])=[CH:28][CH:27]=2)=[CH:18][CH:17]=1.Cl.[OH-].[Na+]. The product is [Cl:32][C:29]1[CH:28]=[CH:27][C:26]([O:25][CH2:24][CH2:23][NH:22][C:19]2[CH:20]=[CH:21][C:16]([O:15][C:6]3[C:5]4[C:10](=[CH:11][C:12]([O:13][CH3:14])=[C:3]([O:2][CH3:1])[CH:4]=4)[N:9]=[CH:8][CH:7]=3)=[CH:17][CH:18]=2)=[CH:31][CH:30]=1. (4) The reactants are C([Li])CCC.[Cl:6][C:7]1[CH:23]=[CH:22][C:10]([C:11]([NH:13][C:14]2[CH:19]=[CH:18][C:17]([Cl:20])=[CH:16][C:15]=2[CH3:21])=O)=[CH:9][CH:8]=1.Cl. The catalyst is O1CCCC1. The product is [Cl:20][C:17]1[CH:16]=[C:15]2[C:14](=[CH:19][CH:18]=1)[NH:13][C:11]([C:10]1[CH:22]=[CH:23][C:7]([Cl:6])=[CH:8][CH:9]=1)=[CH:21]2. The yield is 0.140. (5) The product is [Br:1][C:2]1[CH:15]=[CH:14][C:13]2[N:12]([CH2:22][CH2:21][C:20]#[N:27])[C:11]3[C:6](=[CH:7][C:8]([Br:16])=[CH:9][CH:10]=3)[C:5]([CH3:18])([CH3:17])[C:4]=2[CH:3]=1. The catalyst is C(#N)C=C.CCOC(C)=O. The reactants are [Br:1][C:2]1[CH:15]=[CH:14][C:13]2[NH:12][C:11]3[C:6](=[CH:7][C:8]([Br:16])=[CH:9][CH:10]=3)[C:5]([CH3:18])([CH3:17])[C:4]=2[CH:3]=1.[OH-].[CH2:20]([N+:27](C)(C)C)[C:21]1C=CC=C[CH:22]=1. The yield is 0.610.